The task is: Binary Classification. Given a T-cell receptor sequence (or CDR3 region) and an epitope sequence, predict whether binding occurs between them.. This data is from TCR-epitope binding with 47,182 pairs between 192 epitopes and 23,139 TCRs. (1) The epitope is YIFFASFYY. The TCR CDR3 sequence is CASSPRQGPDTQYF. Result: 1 (the TCR binds to the epitope). (2) The epitope is NLDSKVGGNY. The TCR CDR3 sequence is CASNLGPGNYGYTF. Result: 0 (the TCR does not bind to the epitope). (3) The epitope is LLQTGIHVRVSQPSL. The TCR CDR3 sequence is CASSPRAGKETQYF. Result: 1 (the TCR binds to the epitope). (4) The epitope is LEPLVDLPI. The TCR CDR3 sequence is CASSQQDLSVSYNEQFF. Result: 1 (the TCR binds to the epitope). (5) The epitope is IVTDFSVIK. The TCR CDR3 sequence is CATSSRYLSGRTNTGELFF. Result: 1 (the TCR binds to the epitope). (6) The epitope is FLNGSCGSV. The TCR CDR3 sequence is CATSDSLAVYNEQFF. Result: 1 (the TCR binds to the epitope). (7) The epitope is MMISAGFSL. The TCR CDR3 sequence is CASSVPGGDTEAFF. Result: 1 (the TCR binds to the epitope). (8) The TCR CDR3 sequence is CASGQSGTAYNEQFF. Result: 0 (the TCR does not bind to the epitope). The epitope is TEILPVSMTK.